Dataset: Drug-target binding data from BindingDB using IC50 measurements. Task: Regression. Given a target protein amino acid sequence and a drug SMILES string, predict the binding affinity score between them. We predict pIC50 (pIC50 = -log10(IC50 in M); higher means more potent). Dataset: bindingdb_ic50. (1) The drug is CN(c1ccc(-c2cccs2)cn1)[C@@H]1CCN(c2ncnc3[nH]ccc23)C1. The target protein sequence is LFTPDYELLTENDMLPNMRIGALGFSGAFEDRDPTQFEERHLKFLQQLGKGNFGSVEMCRYDPLQDNTGEVVAVKKLQHSTEEHLRDFEREIEILKSLQHDNIVKYKGVCYSAGRRNLKLIMEYLPYGSLRDYLQKHKERIDHIKLLQYTSQICKGMEYLGTKRYIHRDLATRNILVENENRVKIGDFGLTKVLPQDKEYYKVKEPGESPIFWYAPESLTESKFSVASDVWSFGVVLYELFTYIEKSKSPPAEFMRMIGNDKQGQMIVFHLIELLKNNGRLPRPDGCPDEIYMIMTECWNNNVNQRPSFRDLALRVDQIRDNMAG. The pIC50 is 9.2. (2) The small molecule is O=C1C(Cl)=C(C2CCCCCC2)C(=O)c2ccccc21. The target protein sequence is AFRPCNVNTKIGNAKCCPFVCGKAVTFKDRSTCSTYNLSSSLHHILEEDKRRRQVVDVMSAIFQGPISLDAPPPPAIADLLQSVRTPRVIKYCQIIMGHPAECQVERDLNIANSIIAIIANIISIAGIIFVIYKLFCSLQGPYSGEPKPKTKVPERRVVAQGPEEEFGRSILKNNTCVITTGNGKFTGLGIHDRILIIPTHADPGREVQVNGVHTKVLDSYDLYNRDGVKLEITVIQLDRNEKFRDIRKYIPETEDDYPECNLALSANQDEPTIIKVGDVVSYGNILLSGNQTARMLKYNYPTKSGYCGGVLYKIGQILGIHVGGNGRDGFSAMLLRSYFTGQIKVNKHATECGLPDIQTIHTPSKTKLQPSVFYDVFPGSKEPAVLTDNDPRLEVNFKEA. The pIC50 is 4.2. (3) The small molecule is C[N+](C)(C)c1ccc(CC(=O)OCCCCn2ccc3cc(OCc4ccccc4)ccc32)cc1. The target protein (P08164) has sequence MSMQEKIMRELHVKPSIDPKQEIEDRVNFLKQYVKKTGAKGFVLGISGGQDSTLAGRLAQLAVESIREEGGDAQFIAVRLPHGTQQDEDDAQLALKFIKPDKSWKFDIKSTVSAFSDQYQQETGDQLTDFNKGNVKARTRMIAQYAIGGQEGLLVLGTDHAAEAVTGFFTKYGDGGADLLPLTGLTKRQGRTLLKELGAPERLYLKEPTADLLDEKPQQSDETELGISYDEIDDYLEGKEVSAKVSEALEKRYSMTEHKRQVPASMFDDWWK. The pIC50 is 4.1.